From a dataset of Forward reaction prediction with 1.9M reactions from USPTO patents (1976-2016). Predict the product of the given reaction. (1) Given the reactants [CH3:1][N:2]([CH3:35])[C@@H:3]1[CH2:7][CH2:6][N:5]([C:8]2[C:13]([N+:14]([O-])=O)=[CH:12][C:11]([NH:17][C:18]3[N:23]=[C:22]([C:24]4[CH:25]=[N:26][N:27]5[CH:32]=[CH:31][CH:30]=[CH:29][C:28]=45)[CH:21]=[CH:20][N:19]=3)=[C:10]([O:33][CH3:34])[CH:9]=2)[CH2:4]1.[NH4+].[Cl-].C(O)C, predict the reaction product. The product is: [CH3:35][N:2]([CH3:1])[C@@H:3]1[CH2:7][CH2:6][N:5]([C:8]2[CH:9]=[C:10]([O:33][CH3:34])[C:11]([NH:17][C:18]3[N:23]=[C:22]([C:24]4[CH:25]=[N:26][N:27]5[CH:32]=[CH:31][CH:30]=[CH:29][C:28]=45)[CH:21]=[CH:20][N:19]=3)=[CH:12][C:13]=2[NH2:14])[CH2:4]1. (2) Given the reactants [Br:1][C:2]1[CH:3]=[C:4]([CH2:8][OH:9])[CH:5]=[N:6][CH:7]=1.C(N(CC)CC)C.[CH3:17][S:18](Cl)(=[O:20])=[O:19], predict the reaction product. The product is: [Br:1][C:2]1[CH:3]=[C:4]([CH2:8][O:9][S:18]([CH3:17])(=[O:20])=[O:19])[CH:5]=[N:6][CH:7]=1.